From a dataset of Catalyst prediction with 721,799 reactions and 888 catalyst types from USPTO. Predict which catalyst facilitates the given reaction. (1) Reactant: C(OC([N:8]1[CH2:13][CH2:12][C:11]2[N:14](CC3C=CC(OC)=CC=3)[N:15]=[C:16]([CH2:17][CH2:18][CH2:19][CH3:20])[C:10]=2[CH2:9]1)=O)(C)(C)C. Product: [CH2:17]([C:16]1[C:10]2[CH2:9][NH:8][CH2:13][CH2:12][C:11]=2[NH:14][N:15]=1)[CH2:18][CH2:19][CH3:20]. The catalyst class is: 67. (2) Reactant: [C:1]1(=O)[C:10]2[C:5](=[CH:6][CH:7]=[CH:8][CH:9]=2)[CH:4]=[CH:3][C:2]1=O.C(O)(=O)C.C(O)(=O)C.[NH2:21][C:22]1[C:30]([NH2:31])=[CH:29][CH:28]=[CH:27][C:23]=1[C:24]([OH:26])=[O:25].C1C2=C3C(=CC=C2C=CC=1)N=C1C(C=CC=C1C(O)=O)=N3. Product: [CH:9]1[C:10]2=[C:1]3[C:2](=[CH:3][CH:4]=[C:5]2[CH:6]=[CH:7][CH:8]=1)[N:31]=[C:30]1[C:22]([C:23]([C:24]([OH:26])=[O:25])=[CH:27][CH:28]=[CH:29]1)=[N:21]3. The catalyst class is: 15. (3) Reactant: Cl[C:2]1[N:7]=[CH:6][C:5]([C:8]([O:10][CH3:11])=[O:9])=[CH:4][N:3]=1.[CH2:12]([N:14]1[CH2:20][CH2:19][CH2:18][NH:17][CH2:16][CH2:15]1)[CH3:13].C(N(C(C)C)C(C)C)C. Product: [CH2:12]([N:14]1[CH2:20][CH2:19][CH2:18][N:17]([C:2]2[N:7]=[CH:6][C:5]([C:8]([O:10][CH3:11])=[O:9])=[CH:4][N:3]=2)[CH2:16][CH2:15]1)[CH3:13]. The catalyst class is: 4. (4) Reactant: C([O:4][CH2:5][C@@H:6]1[C@@H:11]([O:12]C(=O)C)[C@H:10]([O:16]C(=O)C)[C@H:9]([O:20]C(=O)C)[C@@H:8]([CH2:24]/[CH:25]=[CH:26]/[C:27]2[CH:32]=[CH:31][C:30]([C:33]#[C:34][C@@H:35]3[C@@H:40]([OH:41])[C@@H:39]([OH:42])[C@H:38]([OH:43])[C@@H:37]([CH2:44][OH:45])[O:36]3)=[CH:29][CH:28]=2)[O:7]1)(=O)C.CO[Na]. Product: [OH:4][CH2:5][C@@H:6]1[C@@H:11]([OH:12])[C@H:10]([OH:16])[C@H:9]([OH:20])[C@@H:8]([CH2:24]/[CH:25]=[CH:26]/[C:27]2[CH:28]=[CH:29][C:30]([C:33]#[C:34][C@@H:35]3[C@@H:40]([OH:41])[C@@H:39]([OH:42])[C@H:38]([OH:43])[C@@H:37]([CH2:44][OH:45])[O:36]3)=[CH:31][CH:32]=2)[O:7]1. The catalyst class is: 5. (5) Product: [CH2:61]([O:60][C:58]([N:51]1[C@H:19]([CH3:20])[CH2:18][N:6]([CH2:5][C:4]2[CH:22]=[CH:23][C:24]([O:26][CH3:27])=[CH:25][C:3]=2[O:2][CH3:1])[C:7](=[O:17])[C@@H:8]1[CH3:9])=[O:59])[C:62]1[CH:32]=[CH:33][CH:28]=[CH:29][CH:30]=1.[CH3:1][O:2][C:3]1[CH:25]=[C:24]([O:26][CH3:27])[CH:23]=[CH:22][C:4]=1[CH2:5][N:6]1[CH2:18][C@@H:19]([CH3:20])[N:10]([C:11](=[O:16])[C:12]([F:14])([F:13])[F:15])[C@@H:8]([CH3:9])[C:7]1=[O:17]. Reactant: [CH3:1][O:2][C:3]1[CH:25]=[C:24]([O:26][CH3:27])[CH:23]=[CH:22][C:4]=1[CH2:5][N:6]([CH2:18][C@@H:19](O)[CH3:20])[C:7](=[O:17])[C@@H:8]([NH:10][C:11](=[O:16])[C:12]([F:15])([F:14])[F:13])[CH3:9].[C:28]1(OP(O[C:28]2[CH:33]=[CH:32]C=[CH:30][CH:29]=2)(O[C:28]2[CH:33]=[CH:32]C=[CH:30][CH:29]=2)=O)[CH:33]=[CH:32]C=[CH:30][CH:29]=1.[N:51]([C:58]([O:60][CH2:61][CH3:62])=[O:59])=[N:51][C:58]([O:60][CH2:61][CH3:62])=[O:59]. The catalyst class is: 7.